Dataset: Peptide-MHC class I binding affinity with 185,985 pairs from IEDB/IMGT. Task: Regression. Given a peptide amino acid sequence and an MHC pseudo amino acid sequence, predict their binding affinity value. This is MHC class I binding data. (1) The peptide sequence is ETLPAMCNVY. The MHC is HLA-A01:01 with pseudo-sequence HLA-A01:01. The binding affinity (normalized) is 0.386. (2) The peptide sequence is GPSVASRAL. The MHC is HLA-B39:01 with pseudo-sequence HLA-B39:01. The binding affinity (normalized) is 0.213. (3) The peptide sequence is VIFRLMRTN. The MHC is HLA-B15:01 with pseudo-sequence HLA-B15:01. The binding affinity (normalized) is 0. (4) The peptide sequence is RNEQGQTLW. The MHC is HLA-B08:01 with pseudo-sequence HLA-B08:01. The binding affinity (normalized) is 0.0847. (5) The peptide sequence is CAPPGYALLR. The MHC is Mamu-B8301 with pseudo-sequence Mamu-B8301. The binding affinity (normalized) is 0.739. (6) The peptide sequence is TKDETREQL. The MHC is HLA-B46:01 with pseudo-sequence HLA-B46:01. The binding affinity (normalized) is 0.0847. (7) The MHC is HLA-B58:01 with pseudo-sequence HLA-B58:01. The peptide sequence is KSNEKNMDF. The binding affinity (normalized) is 0.617. (8) The peptide sequence is VQTVRTQVY. The MHC is HLA-A03:01 with pseudo-sequence HLA-A03:01. The binding affinity (normalized) is 0.187. (9) The peptide sequence is KISVEKIKQT. The MHC is HLA-A02:02 with pseudo-sequence HLA-A02:02. The binding affinity (normalized) is 0.342. (10) The peptide sequence is AENCYNLEI. The MHC is HLA-A02:19 with pseudo-sequence HLA-A02:19. The binding affinity (normalized) is 0.0847.